This data is from Peptide-MHC class I binding affinity with 185,985 pairs from IEDB/IMGT. The task is: Regression. Given a peptide amino acid sequence and an MHC pseudo amino acid sequence, predict their binding affinity value. This is MHC class I binding data. (1) The peptide sequence is SEIPNLDII. The MHC is HLA-B40:01 with pseudo-sequence HLA-B40:01. The binding affinity (normalized) is 0.564. (2) The peptide sequence is QTSTLYDFY. The MHC is HLA-B44:02 with pseudo-sequence HLA-B44:02. The binding affinity (normalized) is 0.0847. (3) The peptide sequence is TPNYMKLLVY. The MHC is HLA-B07:02 with pseudo-sequence HLA-B07:02. The binding affinity (normalized) is 0.00420. (4) The peptide sequence is RADEEQQQA. The MHC is HLA-B45:01 with pseudo-sequence HLA-B45:01. The binding affinity (normalized) is 0. (5) The peptide sequence is AMHARMAAV. The MHC is HLA-A02:01 with pseudo-sequence HLA-A02:01. The binding affinity (normalized) is 0.728.